This data is from Full USPTO retrosynthesis dataset with 1.9M reactions from patents (1976-2016). The task is: Predict the reactants needed to synthesize the given product. (1) Given the product [Cl:1][C:2]1[N:7]=[C:6]([C:11]2[CH:10]=[CH:9][C:18]3[C:13](=[CH:14][CH:15]=[CH:16][CH:17]=3)[CH:12]=2)[CH:5]=[CH:4][N:3]=1, predict the reactants needed to synthesize it. The reactants are: [Cl:1][C:2]1[N:7]=[C:6](Cl)[CH:5]=[CH:4][N:3]=1.[CH:9]1[C:18]2[C:13](=[CH:14][CH:15]=[CH:16][CH:17]=2)[CH:12]=[CH:11][C:10]=1OB(O)O.C1(P(C2C=CC=CC=2)C2C=CC3C(=CC=CC=3)C=2C2C3C(=CC=CC=3)C=CC=2P(C2C=CC=CC=2)C2C=CC=CC=2)C=CC=CC=1.C(=O)([O-])[O-].[Na+].[Na+]. (2) The reactants are: [Na].Cl.[Cl:3][C:4]1[CH:5]=[C:6]([NH:11][NH2:12])[CH:7]=[CH:8][C:9]=1[Cl:10].[CH2:13]([O:15][C:16](=[CH2:19])[C:17]#[N:18])[CH3:14].Cl.[OH-].[Na+:22]. Given the product [O-:15][CH2:13][CH3:14].[Na+:22].[Cl:3][C:4]1[CH:5]=[C:6]([N:11]2[CH:19]=[CH:16][C:17]([NH2:18])=[N:12]2)[CH:7]=[CH:8][C:9]=1[Cl:10], predict the reactants needed to synthesize it.